From a dataset of TCR-epitope binding with 47,182 pairs between 192 epitopes and 23,139 TCRs. Binary Classification. Given a T-cell receptor sequence (or CDR3 region) and an epitope sequence, predict whether binding occurs between them. (1) The epitope is PKYVKQNTLKLAT. The TCR CDR3 sequence is CATRPGTSDYNEQFF. Result: 1 (the TCR binds to the epitope). (2) The epitope is GLCTLVAML. The TCR CDR3 sequence is CASSFWGQGTDTQYF. Result: 0 (the TCR does not bind to the epitope). (3) The epitope is YFPLQSYGF. The TCR CDR3 sequence is CASSLGGTETQYF. Result: 1 (the TCR binds to the epitope). (4) The epitope is MPASWVMRI. The TCR CDR3 sequence is CASTLTGATNEKLFF. Result: 0 (the TCR does not bind to the epitope). (5) The epitope is IPSINVHHY. The TCR CDR3 sequence is CASSGPLNYGYTF. Result: 0 (the TCR does not bind to the epitope).